This data is from Forward reaction prediction with 1.9M reactions from USPTO patents (1976-2016). The task is: Predict the product of the given reaction. Given the reactants [Cl:1][C:2]1[CH:3]=[C:4]([NH:8][CH2:9][C:10]2[C:19]3[C:14](=[C:15]([F:20])[CH:16]=[CH:17][CH:18]=3)[NH:13][C:12](=[O:21])[CH:11]=2)[CH:5]=[CH:6][CH:7]=1.[CH:22]1([C:27](O)=[O:28])[CH2:26][CH2:25][CH2:24][CH2:23]1, predict the reaction product. The product is: [Cl:1][C:2]1[CH:3]=[C:4]([N:8]([CH2:9][C:10]2[C:19]3[C:14](=[C:15]([F:20])[CH:16]=[CH:17][CH:18]=3)[NH:13][C:12](=[O:21])[CH:11]=2)[C:27]([CH:22]2[CH2:26][CH2:25][CH2:24][CH2:23]2)=[O:28])[CH:5]=[CH:6][CH:7]=1.